This data is from Peptide-MHC class I binding affinity with 185,985 pairs from IEDB/IMGT. The task is: Regression. Given a peptide amino acid sequence and an MHC pseudo amino acid sequence, predict their binding affinity value. This is MHC class I binding data. (1) The peptide sequence is TTFPVNGGY. The MHC is HLA-A30:01 with pseudo-sequence HLA-A30:01. The binding affinity (normalized) is 0.105. (2) The MHC is HLA-B08:02 with pseudo-sequence HLA-B08:02. The peptide sequence is HVDIPLQAY. The binding affinity (normalized) is 0.0847. (3) The peptide sequence is YRSGIIAVV. The MHC is HLA-A30:02 with pseudo-sequence HLA-A30:02. The binding affinity (normalized) is 0. (4) The peptide sequence is SHYSHNPKL. The MHC is HLA-B57:01 with pseudo-sequence HLA-B57:01. The binding affinity (normalized) is 0.0847. (5) The peptide sequence is DAIIDIEPDL. The MHC is HLA-A02:01 with pseudo-sequence HLA-A02:01. The binding affinity (normalized) is 0.286.